From a dataset of Full USPTO retrosynthesis dataset with 1.9M reactions from patents (1976-2016). Predict the reactants needed to synthesize the given product. The reactants are: [CH:1]1([C:4]2[N:8]=[C:7]([C:9]3[C:10]4[CH2:18][CH2:17][CH:16]([F:19])[CH2:15][C:11]=4[S:12][C:13]=3[NH2:14])[O:6][N:5]=2)[CH2:3][CH2:2]1.[C:20]12[C:28](=[O:29])[O:27][C:25](=[O:26])[C:21]=1[CH2:22][CH2:23][CH2:24]2. Given the product [CH:1]1([C:4]2[N:8]=[C:7]([C:9]3[C:10]4[CH2:18][CH2:17][CH:16]([F:19])[CH2:15][C:11]=4[S:12][C:13]=3[NH:14][C:28]([C:20]3[CH2:24][CH2:23][CH2:22][C:21]=3[C:25]([OH:27])=[O:26])=[O:29])[O:6][N:5]=2)[CH2:3][CH2:2]1, predict the reactants needed to synthesize it.